Dataset: Peptide-MHC class II binding affinity with 134,281 pairs from IEDB. Task: Regression. Given a peptide amino acid sequence and an MHC pseudo amino acid sequence, predict their binding affinity value. This is MHC class II binding data. (1) The peptide sequence is GEIYKRWIILGLNKIVRMY. The MHC is DRB1_0901 with pseudo-sequence DRB1_0901. The binding affinity (normalized) is 0.536. (2) The peptide sequence is RSSNFQCQKLLWQLN. The MHC is DRB1_0405 with pseudo-sequence DRB1_0405. The binding affinity (normalized) is 0.127.